Dataset: Full USPTO retrosynthesis dataset with 1.9M reactions from patents (1976-2016). Task: Predict the reactants needed to synthesize the given product. (1) Given the product [Br:5][C:6]1[N:18]=[C:9]2[CH2:10][CH:11]([C:14]([OH:16])=[O:15])[CH2:12][CH2:13][N:8]2[N:7]=1, predict the reactants needed to synthesize it. The reactants are: [OH-].[Na+].CO.[Br:5][C:6]1[N:18]=[C:9]2[CH2:10][CH:11]([C:14]([O:16]C)=[O:15])[CH2:12][CH2:13][N:8]2[N:7]=1. (2) Given the product [C:1]([O:5][C:6]([N:8]1[CH2:9][CH2:10][C:11]2[CH:18]=[C:17]([NH:19][S:30]([C:24]3[CH:25]=[CH:26][C:27]([Br:29])=[CH:28][C:23]=3[F:22])(=[O:32])=[O:31])[C:16]([O:20][CH3:21])=[CH:15][C:12]=2[CH2:13][CH2:14]1)=[O:7])([CH3:4])([CH3:3])[CH3:2], predict the reactants needed to synthesize it. The reactants are: [C:1]([O:5][C:6]([N:8]1[CH2:14][CH2:13][C:12]2[CH:15]=[C:16]([O:20][CH3:21])[C:17]([NH2:19])=[CH:18][C:11]=2[CH2:10][CH2:9]1)=[O:7])([CH3:4])([CH3:3])[CH3:2].[F:22][C:23]1[CH:28]=[C:27]([Br:29])[CH:26]=[CH:25][C:24]=1[S:30](Cl)(=[O:32])=[O:31].